This data is from Catalyst prediction with 721,799 reactions and 888 catalyst types from USPTO. The task is: Predict which catalyst facilitates the given reaction. Reactant: [OH:1][CH2:2][C@@H:3]1[CH2:12][CH2:11][C:10]2[CH:9]=[C:8]([C@H:13]3[CH2:22][CH2:21][C@@:15]4([NH:19][C:18](=[O:20])[O:17][CH2:16]4)[CH2:14]3)[CH:7]=[CH:6][C:5]=2[CH2:4]1.[C:23]1([CH3:33])[CH:28]=[CH:27][C:26]([S:29](Cl)(=[O:31])=[O:30])=[CH:25][CH:24]=1. Product: [CH3:33][C:23]1[CH:28]=[CH:27][C:26]([S:29]([O:1][CH2:2][C@@H:3]2[CH2:12][CH2:11][C:10]3[C:5](=[CH:6][CH:7]=[C:8]([C@H:13]4[CH2:22][CH2:21][C@@:15]5([NH:19][C:18](=[O:20])[O:17][CH2:16]5)[CH2:14]4)[CH:9]=3)[CH2:4]2)(=[O:31])=[O:30])=[CH:25][CH:24]=1. The catalyst class is: 17.